The task is: Predict the reactants needed to synthesize the given product.. This data is from Full USPTO retrosynthesis dataset with 1.9M reactions from patents (1976-2016). (1) Given the product [C:51]([O:54][C:55]([N:20]1[CH2:21][C@@H:16]([O:15][S:12]([C:9]2[CH:10]=[CH:11][C:6]([C:5]([F:4])([F:25])[F:26])=[CH:7][CH:8]=2)(=[O:13])=[O:14])[CH2:17][CH2:18][C@H:19]1[C:22]([OH:24])=[O:23])=[O:56])([CH3:53])([CH3:52])[CH3:50], predict the reactants needed to synthesize it. The reactants are: C(Cl)Cl.[F:4][C:5]([F:26])([F:25])[C:6]1[CH:11]=[CH:10][C:9]([S:12]([O:15][C@@H:16]2[CH2:21][NH:20][C@H:19]([C:22]([OH:24])=[O:23])[CH2:18][CH2:17]2)(=[O:14])=[O:13])=[CH:8][CH:7]=1.FC(F)(F)C1C=CC(S(O[C@@H]2CN[C@H](C(O)=O)CC2)(=O)=O)=CC=1.[CH3:50][C:51]([O:54][C:55](O[C:55]([O:54][C:51]([CH3:53])([CH3:52])[CH3:50])=[O:56])=[O:56])([CH3:53])[CH3:52]. (2) Given the product [NH2:10][C:5]1[C:6]([C:8]([NH2:9])=[O:14])=[N:7][C:2]([Cl:1])=[CH:3][CH:4]=1, predict the reactants needed to synthesize it. The reactants are: [Cl:1][C:2]1[N:7]=[C:6]([C:8]#[N:9])[C:5]([N+:10]([O-])=O)=[CH:4][CH:3]=1.C[OH:14]. (3) Given the product [NH2:1][C:2]1[C:3]2[C:10]([C:24]([O:23][CH3:22])=[CH:25][C:26]([O:28][CH3:30])=[O:27])=[CH:9][N:8]([C@@H:12]3[O:18][C@H:17]([CH2:19][OH:20])[C@@H:15]([OH:16])[C@@:13]3([CH3:21])[OH:14])[C:4]=2[N:5]=[CH:6][N:7]=1, predict the reactants needed to synthesize it. The reactants are: [NH2:1][C:2]1[C:3]2[C:10](I)=[CH:9][N:8]([C@@H:12]3[O:18][C@H:17]([CH2:19][OH:20])[C@@H:15]([OH:16])[C@@:13]3([CH3:21])[OH:14])[C:4]=2[N:5]=[CH:6][N:7]=1.[CH3:22][O:23]/[CH:24]=[C:25](\C)/[C:26]([O-:28])=[O:27].[CH2:30](N(CC)CC)C.C(Cl)Cl.CO. (4) Given the product [Br:11][C:12]1[CH:13]=[C:14]2[C:15](=[CH:19][CH:20]=1)[C:16](=[O:18])[O:22][CH:21]2[C:5]1[CH:10]=[CH:9][CH:8]=[CH:7][CH:6]=1, predict the reactants needed to synthesize it. The reactants are: N#N.[Mg].Br[C:5]1[CH:10]=[CH:9][CH:8]=[CH:7][CH:6]=1.[Br:11][C:12]1[CH:20]=[CH:19][C:15]([C:16]([OH:18])=O)=[C:14]([CH:21]=[O:22])[CH:13]=1.Cl. (5) Given the product [NH2:10][C:11]1[C:12]([C:23]([NH2:25])=[O:24])=[N:13][C:14]([CH:17]2[CH2:22][CH2:21][N:20]([C:2]3[N:1]=[C:8]([Cl:9])[N:7]=[C:5]([Cl:6])[N:4]=3)[CH2:19][CH2:18]2)=[CH:15][CH:16]=1, predict the reactants needed to synthesize it. The reactants are: [N:1]1[C:8]([Cl:9])=[N:7][C:5]([Cl:6])=[N:4][C:2]=1Cl.[NH2:10][C:11]1[C:12]([C:23]([NH2:25])=[O:24])=[N:13][C:14]([CH:17]2[CH2:22][CH2:21][NH:20][CH2:19][CH2:18]2)=[CH:15][CH:16]=1.CCN(C(C)C)C(C)C.CO.